From a dataset of Forward reaction prediction with 1.9M reactions from USPTO patents (1976-2016). Predict the product of the given reaction. (1) Given the reactants [CH:1]1([C:4]2[C:5]([N:10]3[CH:14]=[C:13]([CH2:15][OH:16])[C:12]([CH3:17])=[N:11]3)=[N:6][CH:7]=[CH:8][CH:9]=2)[CH2:3][CH2:2]1.[NH+]1C=CC=CC=1, predict the reaction product. The product is: [CH:1]1([C:4]2[C:5]([N:10]3[CH:14]=[C:13]([CH:15]=[O:16])[C:12]([CH3:17])=[N:11]3)=[N:6][CH:7]=[CH:8][CH:9]=2)[CH2:3][CH2:2]1. (2) Given the reactants [OH:1][C:2]1[C:11]2[C:6](=[CH:7][CH:8]=[CH:9][CH:10]=2)[N:5]([CH2:12][CH2:13][CH:14]([CH3:16])[CH3:15])[C:4](=[O:17])[C:3]=1[C:18]1[NH:23][C:22]2[C:24]([O:28]C)=[CH:25][CH:26]=[CH:27][C:21]=2[S:20](=[O:31])(=[O:30])[N:19]=1, predict the reaction product. The product is: [OH:1][C:2]1[C:11]2[C:6](=[CH:7][CH:8]=[CH:9][CH:10]=2)[N:5]([CH2:12][CH2:13][CH:14]([CH3:16])[CH3:15])[C:4](=[O:17])[C:3]=1[C:18]1[NH:23][C:22]2[C:24]([OH:28])=[CH:25][CH:26]=[CH:27][C:21]=2[S:20](=[O:30])(=[O:31])[N:19]=1.